Dataset: Retrosynthesis with 50K atom-mapped reactions and 10 reaction types from USPTO. Task: Predict the reactants needed to synthesize the given product. (1) Given the product CC(C)(C)OC(=O)NC[C@H]1CC[C@H](c2ccc(N)cc2)CC1, predict the reactants needed to synthesize it. The reactants are: CC(C)(C)OC(=O)NC[C@H]1CC[C@H](c2ccc(NC(=O)OCc3ccccc3)cc2)CC1. (2) The reactants are: COC(=O)CC(C)n1cnc2ccc(N)cc21. Given the product CC(CC(=O)O)n1cnc2ccc(N)cc21, predict the reactants needed to synthesize it. (3) Given the product O=C1CCCN1c1cccc2cccnc12, predict the reactants needed to synthesize it. The reactants are: C=CC=O.Nc1ccccc1N1CCCC1=O.